From a dataset of Catalyst prediction with 721,799 reactions and 888 catalyst types from USPTO. Predict which catalyst facilitates the given reaction. Reactant: [O:1]=[C:2]1[C:11]2[S:10][C:9]3[CH:12]=[C:13]([O:16][C:17]([F:20])([F:19])[F:18])[CH:14]=[CH:15][C:8]=3[NH:7][C:6]=2[CH2:5][CH:4]([C:21]2[CH:26]=[CH:25][CH:24]=[CH:23][N:22]=2)[N:3]1[NH:27]C(=O)C.Cl. Product: [NH2:27][N:3]1[CH:4]([C:21]2[CH:26]=[CH:25][CH:24]=[CH:23][N:22]=2)[CH2:5][C:6]2[NH:7][C:8]3[CH:15]=[CH:14][C:13]([O:16][C:17]([F:20])([F:19])[F:18])=[CH:12][C:9]=3[S:10][C:11]=2[C:2]1=[O:1]. The catalyst class is: 5.